Dataset: Full USPTO retrosynthesis dataset with 1.9M reactions from patents (1976-2016). Task: Predict the reactants needed to synthesize the given product. (1) The reactants are: [CH3:1][N:2]([CH3:26])[S:3]([C:6]1[CH:25]=[CH:24][C:9]([O:10][CH2:11]/[C:12](=[CH:22]\[F:23])/[CH2:13][NH:14]C(=O)OC(C)(C)C)=[CH:8][CH:7]=1)(=[O:5])=[O:4].FC(F)(F)C(O)=O.[ClH:34]. Given the product [ClH:34].[NH2:14][CH2:13]/[C:12](=[CH:22]/[F:23])/[CH2:11][O:10][C:9]1[CH:8]=[CH:7][C:6]([S:3]([N:2]([CH3:1])[CH3:26])(=[O:5])=[O:4])=[CH:25][CH:24]=1, predict the reactants needed to synthesize it. (2) Given the product [CH3:1][O:2][C:3](=[O:24])[CH2:4][C:5]1[C:14]([CH3:15])=[C:13]([C:16]2[CH:21]=[CH:20][C:19]([NH:22][S:37]([C:29]3[CH:30]=[C:31]([C:33]([F:34])([F:35])[F:36])[CH:32]=[C:27]([C:26]([F:25])([F:41])[F:42])[CH:28]=3)(=[O:39])=[O:38])=[CH:18][CH:17]=2)[C:12]2[C:7](=[CH:8][CH:9]=[C:10]([F:23])[CH:11]=2)[CH:6]=1, predict the reactants needed to synthesize it. The reactants are: [CH3:1][O:2][C:3](=[O:24])[CH2:4][C:5]1[C:14]([CH3:15])=[C:13]([C:16]2[CH:21]=[CH:20][C:19]([NH2:22])=[CH:18][CH:17]=2)[C:12]2[C:7](=[CH:8][CH:9]=[C:10]([F:23])[CH:11]=2)[CH:6]=1.[F:25][C:26]([F:42])([F:41])[C:27]1[CH:28]=[C:29]([S:37](Cl)(=[O:39])=[O:38])[CH:30]=[C:31]([C:33]([F:36])([F:35])[F:34])[CH:32]=1.C(N(C(C)C)CC)(C)C. (3) The reactants are: [CH2:1]([O:3][C:4](=[O:38])[C:5]([CH3:37])([O:7][C:8]1[CH:13]=[CH:12][C:11]([O:14][CH2:15][CH2:16][C:17]2[N:18]=[C:19]([C:23]3[CH:28]=[CH:27][CH:26]=[C:25]([CH2:29][CH2:30]C4C=CC=CC=4)[CH:24]=3)[O:20][C:21]=2[CH3:22])=[CH:10][CH:9]=1)[CH3:6])[CH3:2]. Given the product [CH2:1]([O:3][C:4](=[O:38])[C:5]([O:7][C:8]1[CH:9]=[CH:10][C:11]([O:14][CH2:15][CH2:16][C:17]2[N:18]=[C:19]([C:23]3[CH:28]=[CH:27][CH:26]=[C:25]([CH2:29][CH3:30])[CH:24]=3)[O:20][C:21]=2[CH3:22])=[CH:12][CH:13]=1)([CH3:37])[CH3:6])[CH3:2], predict the reactants needed to synthesize it.